From a dataset of Retrosynthesis with 50K atom-mapped reactions and 10 reaction types from USPTO. Predict the reactants needed to synthesize the given product. (1) Given the product CN1CCN(S(=O)(=O)Oc2cncc(-c3cc4ccccc4n3C)c2)CC1, predict the reactants needed to synthesize it. The reactants are: CN1CCN(S(=O)(=O)Oc2cncc(Br)c2)CC1.Cn1c(B(O)O)cc2ccccc21. (2) Given the product NCc1ccc(Oc2ccccc2Cl)cc1F, predict the reactants needed to synthesize it. The reactants are: N.O=Cc1ccc(Oc2ccccc2Cl)cc1F. (3) The reactants are: C1COCCN1.NS(=O)(=O)c1ccc(N[C@@H](CSc2ccccc2)CC(=O)O)c(S(=O)(=O)C(F)(F)F)c1. Given the product NS(=O)(=O)c1ccc(N[C@@H](CSc2ccccc2)CC(=O)N2CCOCC2)c(S(=O)(=O)C(F)(F)F)c1, predict the reactants needed to synthesize it. (4) Given the product CCN(CC)CC1CC1C(O)c1ccc(-n2ccnc2)cc1, predict the reactants needed to synthesize it. The reactants are: CCN(CC)CC1CC1C(=O)c1ccc(-n2ccnc2)cc1. (5) Given the product O=C(O)/C=C\C(=O)O, predict the reactants needed to synthesize it. The reactants are: ClCCCN1CCN(c2ccccc2)CC1.O=C1NC(=O)C(c2ccccc2)(c2ccccc2)N1. (6) Given the product CC(C)(C)OC(=O)Nc1nc(CCNc2ccc([N+](=O)[O-])cn2)cs1, predict the reactants needed to synthesize it. The reactants are: CC(C)(C)OC(=O)Nc1nc(CCN)cs1.O=[N+]([O-])c1ccc(Cl)nc1. (7) Given the product CNC(=O)c1cc2c(nc(C)n2C)c2c1[C@H](OCCOC)[C@H](O)[C@@H](c1ccccc1)N2, predict the reactants needed to synthesize it. The reactants are: CNC(=O)c1cc2c(nc(C)n2C)c2c1[C@@H](O)[C@H](O)[C@@H](c1ccccc1)N2.COCCO. (8) Given the product CN(C)C1(CNC(=O)c2ccc(Nc3nc(N)c(C(=O)c4c(F)cccc4F)s3)cc2)CCCC1, predict the reactants needed to synthesize it. The reactants are: CN(C)C1(CN)CCCC1.Nc1nc(Nc2ccc(C(=O)O)cc2)sc1C(=O)c1c(F)cccc1F.